This data is from Full USPTO retrosynthesis dataset with 1.9M reactions from patents (1976-2016). The task is: Predict the reactants needed to synthesize the given product. (1) The reactants are: [C:1]([CH2:4][CH2:5][C:6]1[C:14]2[C:13](=[O:15])[CH2:12][CH2:11][CH2:10][C:9]=2[NH:8][CH:7]=1)([OH:3])=[O:2].S(=O)(=O)(O)O.[CH2:21](O)[CH3:22]. Given the product [CH2:21]([O:2][C:1](=[O:3])[CH2:4][CH2:5][C:6]1[C:14]2[C:13](=[O:15])[CH2:12][CH2:11][CH2:10][C:9]=2[NH:8][CH:7]=1)[CH3:22], predict the reactants needed to synthesize it. (2) Given the product [CH2:30]([O:29][C:27](=[O:28])[CH2:26][N:3]1[N:2]=[N:1][C:5]([C:6]2[CH:7]=[N:8][C:9]([N:12]3[CH2:13][CH2:14][N:15]([C:18]([O:20][C:21]([CH3:24])([CH3:23])[CH3:22])=[O:19])[CH2:16][CH2:17]3)=[N:10][CH:11]=2)=[N:4]1)[CH3:31], predict the reactants needed to synthesize it. The reactants are: [N:1]1[NH:2][N:3]=[N:4][C:5]=1[C:6]1[CH:7]=[N:8][C:9]([N:12]2[CH2:17][CH2:16][N:15]([C:18]([O:20][C:21]([CH3:24])([CH3:23])[CH3:22])=[O:19])[CH2:14][CH2:13]2)=[N:10][CH:11]=1.Br[CH2:26][C:27]([O:29][CH2:30][CH3:31])=[O:28].C(N(CC)CC)C. (3) Given the product [CH3:38][N:37]([CH3:39])[CH2:2][CH2:1][S:3]([C:6]1[CH:7]=[CH:8][C:9]([O:35][CH3:36])=[C:10]([S:12]([NH:15][C:16]2[CH:21]=[CH:20][CH:19]=[CH:18][C:17]=2[NH:22][S:23]([C:26]2[S:30][C:29]3[CH:31]=[CH:32][CH:33]=[CH:34][C:28]=3[CH:27]=2)(=[O:25])=[O:24])(=[O:13])=[O:14])[CH:11]=1)(=[O:4])=[O:5], predict the reactants needed to synthesize it. The reactants are: [CH:1]([S:3]([C:6]1[CH:7]=[CH:8][C:9]([O:35][CH3:36])=[C:10]([S:12]([NH:15][C:16]2[CH:21]=[CH:20][CH:19]=[CH:18][C:17]=2[NH:22][S:23]([C:26]2[S:30][C:29]3[CH:31]=[CH:32][CH:33]=[CH:34][C:28]=3[CH:27]=2)(=[O:25])=[O:24])(=[O:14])=[O:13])[CH:11]=1)(=[O:5])=[O:4])=[CH2:2].[NH:37]([CH3:39])[CH3:38].C1COCC1. (4) Given the product [CH2:24]([S:21]([NH:20][C@@H:15]1[CH2:16][CH2:17][CH2:18][CH2:19][C@H:14]1[CH2:13][O:1][C:2]1[CH:3]=[CH:4][C:5]([NH:8][C:9](=[O:11])[CH3:10])=[CH:6][CH:7]=1)(=[O:22])=[O:23])[CH3:25], predict the reactants needed to synthesize it. The reactants are: [OH:1][C:2]1[CH:7]=[CH:6][C:5]([NH:8][C:9](=[O:11])[CH3:10])=[CH:4][CH:3]=1.O[CH2:13][C@H:14]1[CH2:19][CH2:18][CH2:17][CH2:16][C@@H:15]1[NH:20][S:21]([CH2:24][CH3:25])(=[O:23])=[O:22].C(P(CCCC)CCCC)CCC.N(/C(N1CCCCC1)=O)=N\C(N1CCCCC1)=O. (5) Given the product [CH2:1]([O:8][C:9](=[O:10])[NH:11][CH2:12][C:13]([NH:28][CH2:27][C@@H:26]([NH:29][C:30]([O:32][C:33]([CH3:36])([CH3:35])[CH3:34])=[O:31])[CH2:25][CH2:24][CH2:23][NH:22][C:21]([O:20][C:16]([CH3:18])([CH3:19])[CH3:17])=[O:37])=[O:15])[C:2]1[CH:3]=[CH:4][CH:5]=[CH:6][CH:7]=1, predict the reactants needed to synthesize it. The reactants are: [CH2:1]([O:8][C:9]([NH:11][CH2:12][C:13]([OH:15])=O)=[O:10])[C:2]1[CH:7]=[CH:6][CH:5]=[CH:4][CH:3]=1.[C:16]([O:20][C:21](=[O:37])[NH:22][CH2:23][CH2:24][CH2:25][C@H:26]([NH:29][C:30]([O:32][C:33]([CH3:36])([CH3:35])[CH3:34])=[O:31])[CH2:27][NH2:28])([CH3:19])([CH3:18])[CH3:17].C(Cl)CCl.C1C=CC2N(O)N=NC=2C=1. (6) Given the product [F:41][C:38]1[CH:39]=[CH:40][C:35]([C@@H:33]([OH:34])[CH2:32][CH2:31][C@@H:20]2[C@@H:19]([C:16]3[CH:15]=[CH:14][C:13]([CH2:12][C@H:3]4[C@H:2]([OH:1])[C@@H:7]([OH:8])[C@H:6]([OH:9])[C@@H:5]([CH2:10][OH:11])[O:4]4)=[CH:18][CH:17]=3)[N:22]([C:23]3[CH:24]=[CH:25][C:26]([F:29])=[CH:27][CH:28]=3)[C:21]2=[O:30])=[CH:36][CH:37]=1, predict the reactants needed to synthesize it. The reactants are: [OH:1][C@@H:2]1[C@@H:7]([OH:8])[C@H:6]([OH:9])[C@@H:5]([CH2:10][OH:11])[O:4][C@H:3]1[CH2:12][C:13]1[CH:18]=[CH:17][C:16]([C@H:19]2[N:22]([C:23]3[CH:28]=[CH:27][C:26]([F:29])=[CH:25][CH:24]=3)[C:21](=[O:30])[C@@H:20]2[CH2:31][CH2:32][C:33]([C:35]2[CH:40]=[CH:39][C:38]([F:41])=[CH:37][CH:36]=2)=[O:34])=[CH:15][CH:14]=1.